From a dataset of Catalyst prediction with 721,799 reactions and 888 catalyst types from USPTO. Predict which catalyst facilitates the given reaction. (1) Reactant: Br[C:2]([F:15])([F:14])[C:3]#[C:4][CH2:5][O:6][Si:7]([C:10]([CH3:13])([CH3:12])[CH3:11])([CH3:9])[CH3:8].[CH2:16]=[O:17].[In]. Product: [Si:7]([O:6][CH2:5][C:4]#[C:3][C:2]([F:15])([F:14])[CH2:16][OH:17])([C:10]([CH3:13])([CH3:12])[CH3:11])([CH3:9])[CH3:8].[F:15][C:2]([F:14])([CH2:16][OH:17])[C:3]#[C:4][CH2:5][OH:6].[CH2:5]([OH:6])[C:4]#[CH:3]. The catalyst class is: 20. (2) Reactant: [CH3:1][C:2]1[O:3][C:4]([C:12]2[CH:17]=[CH:16][CH:15]=[CH:14][CH:13]=2)=[CH:5][C:6]=1[C:7](OCC)=[O:8].[H-].[Al+3].[Li+].[H-].[H-].[H-].Cl.O. Product: [CH3:1][C:2]1[O:3][C:4]([C:12]2[CH:17]=[CH:16][CH:15]=[CH:14][CH:13]=2)=[CH:5][C:6]=1[CH2:7][OH:8]. The catalyst class is: 7. (3) Reactant: [OH:1][CH:2]1[CH2:8][CH:7]2[N:9]([CH2:10][C:11]3[CH:16]=[CH:15][C:14]([C:17]4[CH:39]=[N:38][C:20]5[N:21]([CH2:30][O:31][CH2:32][CH2:33][Si:34]([CH3:37])([CH3:36])[CH3:35])[C:22]6[CH:27]=[N:26][C:25]([C:28]#[N:29])=[CH:24][C:23]=6[C:19]=5[CH:18]=4)=[CH:13][CH:12]=3)[CH:4]([CH2:5][CH2:6]2)[CH2:3]1.[CH:40]1[N:44]=[CH:43][N:42]([C:45](N2C=NC=C2)=[S:46])[CH:41]=1. Product: [C:28]([C:25]1[N:26]=[CH:27][C:22]2[N:21]([CH2:30][O:31][CH2:32][CH2:33][Si:34]([CH3:35])([CH3:36])[CH3:37])[C:20]3[N:38]=[CH:39][C:17]([C:14]4[CH:15]=[CH:16][C:11]([CH2:10][N:9]5[CH:7]6[CH2:6][CH2:5][CH:4]5[CH2:3][CH:2]([O:1][C:45]([N:42]5[CH:41]=[CH:40][N:44]=[CH:43]5)=[S:46])[CH2:8]6)=[CH:12][CH:13]=4)=[CH:18][C:19]=3[C:23]=2[CH:24]=1)#[N:29]. The catalyst class is: 79. (4) Reactant: Cl.[O:2]1[C:7]2[CH:8]=[CH:9][CH:10]=[CH:11][C:6]=2[N:5](N)[CH2:4][CH2:3]1.[F:13][C:14]([F:26])([F:25])[C:15]([N:17]1[CH2:22][CH2:21][C:20](=O)[CH:19]([CH3:24])[CH2:18]1)=[O:16].[BH4-].[Na+]. Product: [F:26][C:14]([F:13])([F:25])[C:15]([N:17]1[CH2:22][CH2:21][CH:20]2[N:5]3[CH2:4][CH2:3][O:2][C:7]4[CH:8]=[CH:9][CH:10]=[C:11]([C:6]3=4)[C:19]2([CH3:24])[CH2:18]1)=[O:16]. The catalyst class is: 41.